The task is: Predict the product of the given reaction.. This data is from Forward reaction prediction with 1.9M reactions from USPTO patents (1976-2016). (1) Given the reactants [C:1]([C:4]1[O:8][C:7]([NH:9][C:10](=[O:27])[CH:11]([NH:15][C:16](=[O:26])[CH2:17][C:18]2[CH:23]=[C:22]([F:24])[CH:21]=[C:20]([F:25])[CH:19]=2)[CH2:12][CH2:13][CH3:14])=[N:6][CH:5]=1)(=O)[CH3:2].[CH2:28]([NH2:33])[CH2:29][CH:30]([CH3:32])[CH3:31].CC([O-])=O.[Na+].[O-]S([O-])(=O)=O.[Na+].[Na+].[BH3-]C#N.[Na+].C(Cl)[Cl:51], predict the reaction product. The product is: [ClH:51].[CH3:31][CH:30]([CH3:32])[CH2:29][CH2:28][NH:33][CH:1]([C:4]1[O:8][C:7]([NH:9][C:10](=[O:27])[CH:11]([NH:15][C:16](=[O:26])[CH2:17][C:18]2[CH:23]=[C:22]([F:24])[CH:21]=[C:20]([F:25])[CH:19]=2)[CH2:12][CH2:13][CH3:14])=[N:6][CH:5]=1)[CH3:2]. (2) Given the reactants [NH2:1][C:2]1[CH:3]=[CH:4][C:5]([C:9]#[N:10])=[N:6][C:7]=1[I:8].[Mg+2].[Br-].[Br-].[O:14]1[CH:19]=[CH:18][CH2:17][CH2:16][CH2:15]1, predict the reaction product. The product is: [I:8][C:7]1[N:6]=[C:5]([C:9]#[N:10])[CH:4]=[CH:3][C:2]=1[NH:1][CH:15]1[CH2:16][CH2:17][CH2:18][CH2:19][O:14]1. (3) Given the reactants C([N:8]1[CH2:13][CH2:12][CH:11]([N:14]2[C:22]3[C:17](=[CH:18][CH:19]=[C:20]([C:23]#[N:24])[CH:21]=3)[CH2:16][C:15]2=[O:25])[CH2:10][CH2:9]1)(OC(C)(C)C)=O.[ClH:26].O1CCOCC1, predict the reaction product. The product is: [ClH:26].[C:23]([C:20]1[CH:21]=[C:22]2[C:17]([CH2:16][C:15](=[O:25])[N:14]2[CH:11]2[CH2:12][CH2:13][NH:8][CH2:9][CH2:10]2)=[CH:18][CH:19]=1)#[N:24]. (4) Given the reactants [F:1][C:2]1[CH:3]=[C:4]([CH:6]=[CH:7][C:8]=1[F:9])[NH2:5].Cl[C:11]1[C:16]([CH3:17])=[C:15]([N:18]2[CH2:23][CH2:22][N:21]([C:24]3[C:29]([C:30]([F:33])([F:32])[F:31])=[CH:28][CH:27]=[CH:26][N:25]=3)[CH2:20][CH2:19]2)[N:14]=[C:13]([N:34]2[CH2:39][CH2:38][O:37][CH2:36][CH2:35]2)[N:12]=1.C1(P(C2C=CC=CC=2)C2C=CC3C(=CC=CC=3)C=2C2C3C(=CC=CC=3)C=CC=2P(C2C=CC=CC=2)C2C=CC=CC=2)C=CC=CC=1.CC(C)([O-])C.[K+], predict the reaction product. The product is: [F:1][C:2]1[CH:3]=[C:4]([NH:5][C:11]2[C:16]([CH3:17])=[C:15]([N:18]3[CH2:19][CH2:20][N:21]([C:24]4[C:29]([C:30]([F:31])([F:32])[F:33])=[CH:28][CH:27]=[CH:26][N:25]=4)[CH2:22][CH2:23]3)[N:14]=[C:13]([N:34]3[CH2:35][CH2:36][O:37][CH2:38][CH2:39]3)[N:12]=2)[CH:6]=[CH:7][C:8]=1[F:9].